Dataset: Full USPTO retrosynthesis dataset with 1.9M reactions from patents (1976-2016). Task: Predict the reactants needed to synthesize the given product. (1) Given the product [CH3:1][CH2:2][CH2:3][CH2:4][CH2:5][CH2:6][CH2:7][CH2:8][CH:9]=[CH:10][CH2:11][CH2:12][CH2:13][CH2:14][CH2:15][CH2:16][CH2:17][CH3:18], predict the reactants needed to synthesize it. The reactants are: [C:1](OC)(=O)[CH2:2][CH2:3][CH2:4][CH2:5][CH2:6][CH2:7][CH2:8]/[CH:9]=[CH:10]\[CH2:11][CH2:12][CH2:13][CH2:14][CH2:15][CH2:16][CH2:17][CH3:18].C(OC)(=O)CCCCCCC/C=C\C/C=C\CCCCC. (2) Given the product [ClH:27].[CH3:1][N:2]1[C:10]2[C:5](=[N:6][C:7]([C@@H:17]([NH2:19])[CH3:18])=[C:8]([CH:11]3[CH2:16][CH2:15][O:14][CH2:13][CH2:12]3)[CH:9]=2)[CH:4]=[CH:3]1, predict the reactants needed to synthesize it. The reactants are: [CH3:1][N:2]1[C:10]2[C:5](=[N:6][C:7]([C@@H:17]([NH:19]C(=O)OC(C)(C)C)[CH3:18])=[C:8]([CH:11]3[CH2:16][CH2:15][O:14][CH2:13][CH2:12]3)[CH:9]=2)[CH:4]=[CH:3]1.[ClH:27]. (3) Given the product [CH3:1][O:2][C:3]([N:5]1[C@H:13]2[C@H:8]([C@@:9]([C:14]#[C:15][C:16]3[CH:17]=[C:18]([CH3:22])[CH:19]=[CH:20][CH:21]=3)([O:23][C:29](=[O:30])[C:28]3[CH:32]=[CH:33][CH:34]=[C:26]([C:25]([F:24])([F:35])[F:36])[CH:27]=3)[CH2:10][CH2:11][CH2:12]2)[CH2:7][CH2:6]1)=[O:4], predict the reactants needed to synthesize it. The reactants are: [CH3:1][O:2][C:3]([N:5]1[C@@H:13]2[C@@H:8]([C@@:9]([OH:23])([C:14]#[C:15][C:16]3[CH:17]=[C:18]([CH3:22])[CH:19]=[CH:20][CH:21]=3)[CH2:10][CH2:11][CH2:12]2)[CH2:7][CH2:6]1)=[O:4].[F:24][C:25]([F:36])([F:35])[C:26]1[CH:27]=[C:28]([CH:32]=[CH:33][CH:34]=1)[C:29](O)=[O:30]. (4) The reactants are: [C:1]1([CH:7]([C:13]2[CH:18]=[CH:17][CH:16]=[CH:15][CH:14]=2)[C@@H](C(O)=O)N)[CH:6]=[CH:5][CH:4]=[CH:3][CH:2]=1.[C:19]([NH:22][CH:23]([C:29]([O:31][CH2:32][CH3:33])=[O:30])[C:24]([O:26][CH2:27][CH3:28])=[O:25])(=[O:21])[CH3:20].C1(C(C2C=CC=CC=2)Br)C=CC=CC=1.[O-]CC.[Na+]. Given the product [C:19]([NH:22][C:23]([CH:7]([C:1]1[CH:6]=[CH:5][CH:4]=[CH:3][CH:2]=1)[C:13]1[CH:18]=[CH:17][CH:16]=[CH:15][CH:14]=1)([C:29]([O:31][CH2:32][CH3:33])=[O:30])[C:24]([O:26][CH2:27][CH3:28])=[O:25])(=[O:21])[CH3:20], predict the reactants needed to synthesize it. (5) Given the product [Br:22][C:19]1[CH:20]=[CH:21][C:16]([O:15][CH2:14][C:13]([OH:31])=[O:12])=[C:17]([CH2:23][CH:24]2[S:28][C:27](=[O:29])[N:26]([CH2:6][C:5]3[CH:8]=[CH:9][C:2]([CH3:1])=[CH:3][CH:4]=3)[C:25]2=[O:30])[CH:18]=1, predict the reactants needed to synthesize it. The reactants are: [CH3:1][C:2]1[CH:9]=[CH:8][C:5]([CH2:6]Br)=[CH:4][CH:3]=1.C([O:12][C:13](=[O:31])[CH2:14][O:15][C:16]1[CH:21]=[CH:20][C:19]([Br:22])=[CH:18][C:17]=1/[CH:23]=[C:24]1/[C:25](=[O:30])[NH:26][C:27](=[O:29])[S:28]/1)C. (6) The reactants are: [NH:1](C(OC(C)(C)C)=O)[C@H:2]([C:10]([OH:12])=[O:11])[CH2:3][C:4]1[CH:9]=[CH:8][CH:7]=[CH:6][CH:5]=1.Cl.CCN(C(C)C)C(C)C.CN(C(ON1N=NC2C=CC=CC1=2)=[N+](C)C)C.F[P-](F)(F)(F)(F)F. Given the product [NH2:1][C@H:2]([C:10]([OH:12])=[O:11])[CH2:3][C:4]1[CH:9]=[CH:8][CH:7]=[CH:6][CH:5]=1, predict the reactants needed to synthesize it. (7) Given the product [CH:13]([C:10]1[CH:11]=[CH:12][C:7]([C:4]2[S:5][CH:6]=[C:2]([C:25]3[CH:26]=[C:21]([CH:22]=[CH:23][CH:24]=3)[C:19]([O:18][CH2:16][CH3:17])=[O:20])[CH:3]=2)=[CH:8][CH:9]=1)([CH3:15])[CH3:14], predict the reactants needed to synthesize it. The reactants are: Br[C:2]1[CH:3]=[C:4]([C:7]2[CH:12]=[CH:11][C:10]([CH:13]([CH3:15])[CH3:14])=[CH:9][CH:8]=2)[S:5][CH:6]=1.[CH2:16]([O:18][C:19]([C:21]1[CH:22]=[C:23](B(O)O)[CH:24]=[CH:25][CH:26]=1)=[O:20])[CH3:17].C([O-])([O-])=O.[Na+].[Na+].